Dataset: Forward reaction prediction with 1.9M reactions from USPTO patents (1976-2016). Task: Predict the product of the given reaction. (1) Given the reactants [OH-].[Na+].NCC[OH:6].[Sn:7]([Cl:11])([Cl:10])([Cl:9])[Cl:8].[Cl-:12].[In+3:13].[Cl-].[Cl-], predict the reaction product. The product is: [Sn:7]([Cl:11])([Cl:10])([Cl:9])[Cl:8].[Cl-:12].[In+3:13].[Cl-:8].[Cl-:8].[OH-:6]. (2) Given the reactants [CH2:1]([NH2:13])[CH2:2][CH2:3][CH2:4][CH2:5][CH2:6][CH2:7][CH2:8][CH2:9][CH2:10][CH2:11][CH3:12].COC(N1[C:22](=[O:23])[CH:21]=[CH:20][C:19]1=[O:24])=O.C(N(CC)CC)C, predict the reaction product. The product is: [CH2:1]([N:13]1[C:22](=[O:23])[CH:21]=[CH:20][C:19]1=[O:24])[CH2:2][CH2:3][CH2:4][CH2:5][CH2:6][CH2:7][CH2:8][CH2:9][CH2:10][CH2:11][CH3:12]. (3) Given the reactants [P:1]([O:12][C:13]([CH3:16])([CH3:15])[CH3:14])([O:7][C:8]([CH3:11])([CH3:10])[CH3:9])([O:3][CH2:4][CH2:5]Br)=[O:2].[O:17]=[C:18]1[NH:23][CH2:22][CH2:21][N:20]([C:24]([O:26][CH2:27][C:28]2[CH:33]=[CH:32][CH:31]=[CH:30][CH:29]=2)=[O:25])[CH2:19]1.[OH-].[K+], predict the reaction product. The product is: [C:8]([O:7][P:1]([O:3][CH2:4][CH2:5][N:23]1[CH2:22][CH2:21][N:20]([C:24]([O:26][CH2:27][C:28]2[CH:29]=[CH:30][CH:31]=[CH:32][CH:33]=2)=[O:25])[CH2:19][C:18]1=[O:17])([O:12][C:13]([CH3:16])([CH3:15])[CH3:14])=[O:2])([CH3:11])([CH3:10])[CH3:9]. (4) Given the reactants [F:1][C:2]1[CH:7]=[CH:6][C:5]([N:8]2[C:16]3[C:11](=[CH:12][C:13]([O:18][C@H:19]([C:23]4[CH:28]=[CH:27][CH:26]=[C:25]([O:29][CH3:30])[CH:24]=4)[C@@H:20]([NH2:22])[CH3:21])=[C:14]([CH3:17])[CH:15]=3)[CH:10]=[N:9]2)=[CH:4][CH:3]=1.C([O:34][CH2:35][C:36](Cl)=[O:37])(=O)C, predict the reaction product. The product is: [F:1][C:2]1[CH:7]=[CH:6][C:5]([N:8]2[C:16]3[C:11](=[CH:12][C:13]([O:18][C@H:19]([C:23]4[CH:28]=[CH:27][CH:26]=[C:25]([O:29][CH3:30])[CH:24]=4)[C@@H:20]([NH:22][C:35](=[O:34])[CH2:36][OH:37])[CH3:21])=[C:14]([CH3:17])[CH:15]=3)[CH:10]=[N:9]2)=[CH:4][CH:3]=1. (5) Given the reactants [N:1]1[CH:6]=[CH:5][CH:4]=[CH:3][C:2]=1[O:7][CH2:8][C:9]1[CH:14]=[CH:13][C:12]([CH2:15][C:16](Cl)=[N:17][OH:18])=[CH:11][CH:10]=1.[C:20]([C:22]1[C:23]([NH2:28])=[N:24][CH:25]=[CH:26][CH:27]=1)#[CH:21].C(N(CC)CC)C.O, predict the reaction product. The product is: [N:1]1[CH:6]=[CH:5][CH:4]=[CH:3][C:2]=1[O:7][CH2:8][C:9]1[CH:14]=[CH:13][C:12]([CH2:15][C:16]2[CH:21]=[C:20]([C:22]3[C:23]([NH2:28])=[N:24][CH:25]=[CH:26][CH:27]=3)[O:18][N:17]=2)=[CH:11][CH:10]=1. (6) Given the reactants [F:1][C:2]1[C:7]([OH:8])=[C:6]([F:9])[C:5]([F:10])=[C:4]([F:11])[C:3]=1[F:12].C(Cl)C[Cl:15].Cl.[N:18]12[CH2:25][CH2:24][CH:21]([CH2:22][CH2:23]1)[CH:20]([CH2:26][C:27](O)=[O:28])[CH2:19]2, predict the reaction product. The product is: [ClH:15].[N:18]12[CH2:23][CH2:22][CH:21]([CH2:24][CH2:25]1)[CH:20]([CH2:26][C:27]([O:8][C:7]1[C:2]([F:1])=[C:3]([F:12])[C:4]([F:11])=[C:5]([F:10])[C:6]=1[F:9])=[O:28])[CH2:19]2. (7) Given the reactants [C:1]1([C:7]2[CH:16]=[C:15]([C:17](O)=[O:18])[C:14]3[C:9](=[CH:10][CH:11]=[CH:12][CH:13]=3)[N:8]=2)[CH:6]=[CH:5][CH:4]=[CH:3][CH:2]=1.C(N=C=NC(C)C)(C)C.C1C=CC2N(O)N=NC=2C=1.[NH2:39][C@H:40]([CH2:44][OH:45])[C@@H:41]([CH3:43])[OH:42], predict the reaction product. The product is: [OH:45][CH2:44][C@H:40]([NH:39][C:17]([C:15]1[C:14]2[C:9](=[CH:10][CH:11]=[CH:12][CH:13]=2)[N:8]=[C:7]([C:1]2[CH:6]=[CH:5][CH:4]=[CH:3][CH:2]=2)[CH:16]=1)=[O:18])[C@H:41]([OH:42])[CH3:43]. (8) Given the reactants [CH3:1][Si:2]([CH3:39])([CH3:38])[CH2:3][CH2:4][O:5][CH2:6][N:7]([CH2:30][O:31][CH2:32][CH2:33][Si:34]([CH3:37])([CH3:36])[CH3:35])[C:8]1[N:13]2[N:14]=[CH:15][C:16](I)=[C:12]2[N:11]=[C:10]([CH2:18][CH:19]2[CH2:24][CH2:23][CH:22]([C:25]([O:27][CH2:28][CH3:29])=[O:26])[CH2:21][CH2:20]2)[CH:9]=1.[Cl:40][C:41]1[N:46]=[CH:45][C:44](B2OC(C)(C)C(C)(C)O2)=[CH:43][CH:42]=1.[O-]P([O-])([O-])=O.[K+].[K+].[K+].C(Cl)Cl, predict the reaction product. The product is: [CH3:1][Si:2]([CH3:39])([CH3:38])[CH2:3][CH2:4][O:5][CH2:6][N:7]([CH2:30][O:31][CH2:32][CH2:33][Si:34]([CH3:37])([CH3:36])[CH3:35])[C:8]1[N:13]2[N:14]=[CH:15][C:16]([C:44]3[CH:45]=[N:46][C:41]([Cl:40])=[CH:42][CH:43]=3)=[C:12]2[N:11]=[C:10]([CH2:18][CH:19]2[CH2:24][CH2:23][CH:22]([C:25]([O:27][CH2:28][CH3:29])=[O:26])[CH2:21][CH2:20]2)[CH:9]=1. (9) Given the reactants [OH-].[Na+].[CH:3]1([C:6]([CH:57]2[CH2:59][CH2:58]2)=[CH:7][CH2:8][NH:9][C@:10]23[CH2:53][CH2:52][C@@H:51]([C:54]([CH3:56])=[CH2:55])[C@@H:11]2[C@@H:12]2[C@@:25]([CH3:28])([CH2:26][CH2:27]3)[C@@:24]3([CH3:29])[C@@H:15]([C@:16]4([CH3:50])[C@@H:21]([CH2:22][CH2:23]3)[C:20]([CH3:31])([CH3:30])[C:19]([C:32]3[CH2:37][CH2:36][C@@:35]([CH2:48][F:49])([C:38]([O:40]CC5C=CC=CC=5)=[O:39])[CH2:34][CH:33]=3)=[CH:18][CH2:17]4)[CH2:14][CH2:13]2)[CH2:5][CH2:4]1, predict the reaction product. The product is: [CH:57]1([C:6]([CH:3]2[CH2:4][CH2:5]2)=[CH:7][CH2:8][NH:9][C@:10]23[CH2:53][CH2:52][C@@H:51]([C:54]([CH3:56])=[CH2:55])[C@@H:11]2[C@@H:12]2[C@@:25]([CH3:28])([CH2:26][CH2:27]3)[C@@:24]3([CH3:29])[C@@H:15]([C@:16]4([CH3:50])[C@@H:21]([CH2:22][CH2:23]3)[C:20]([CH3:31])([CH3:30])[C:19]([C:32]3[CH2:37][CH2:36][C@@:35]([CH2:48][F:49])([C:38]([OH:40])=[O:39])[CH2:34][CH:33]=3)=[CH:18][CH2:17]4)[CH2:14][CH2:13]2)[CH2:58][CH2:59]1.